Dataset: Peptide-MHC class II binding affinity with 134,281 pairs from IEDB. Task: Regression. Given a peptide amino acid sequence and an MHC pseudo amino acid sequence, predict their binding affinity value. This is MHC class II binding data. (1) The peptide sequence is VKVLRPAPGGKAYMD. The MHC is HLA-DQA10501-DQB10303 with pseudo-sequence HLA-DQA10501-DQB10303. The binding affinity (normalized) is 0.342. (2) The peptide sequence is PTIGVGGNFAGGGFG. The MHC is DRB1_1501 with pseudo-sequence DRB1_1501. The binding affinity (normalized) is 0.359. (3) The peptide sequence is EDVYEKLCVAVYDSP. The MHC is DRB1_0101 with pseudo-sequence DRB1_0101. The binding affinity (normalized) is 0.587. (4) The MHC is HLA-DQA10501-DQB10201 with pseudo-sequence HLA-DQA10501-DQB10201. The binding affinity (normalized) is 0.529. The peptide sequence is LTEKGMKNVFDDVVP. (5) The peptide sequence is EVFFQRLGIASGRARY. The MHC is DRB1_0701 with pseudo-sequence DRB1_0701. The binding affinity (normalized) is 0.161. (6) The peptide sequence is GELQIVDKIDAAKKI. The MHC is DRB4_0101 with pseudo-sequence DRB4_0103. The binding affinity (normalized) is 0.759. (7) The peptide sequence is PIVNRNGEVIGLYGN. The MHC is HLA-DQA10201-DQB10402 with pseudo-sequence HLA-DQA10201-DQB10402. The binding affinity (normalized) is 0.264. (8) The peptide sequence is LFAAFPSFAGLRPTFDTRLM. The MHC is DRB1_1602 with pseudo-sequence DRB1_1602. The binding affinity (normalized) is 0. (9) The peptide sequence is AAAAAVAAEAY. The MHC is HLA-DQA10301-DQB10302 with pseudo-sequence HLA-DQA10301-DQB10302. The binding affinity (normalized) is 0.505. (10) The peptide sequence is GELQIPDKIDAAFKI. The MHC is DRB4_0101 with pseudo-sequence DRB4_0103. The binding affinity (normalized) is 0.621.